This data is from Full USPTO retrosynthesis dataset with 1.9M reactions from patents (1976-2016). The task is: Predict the reactants needed to synthesize the given product. (1) Given the product [CH:56]1[C:57]2[CH:58]([CH2:60][O:61][C:62]([NH:63][CH2:64][CH2:65][CH2:66][N:67]([CH3:68])[C:19]([CH2:18][CH2:17][N:14]3[CH2:13][CH2:12][CH:11]([O:10][C:8](=[O:9])[NH:7][C:2]4[CH:3]=[CH:4][CH:5]=[CH:6][C:1]=4[C:22]4[CH:27]=[CH:26][CH:25]=[CH:24][CH:23]=4)[CH2:16][CH2:15]3)=[O:20])=[O:69])[C:59]3[C:51](=[CH:50][CH:49]=[CH:48][CH:47]=3)[C:52]=2[CH:53]=[CH:54][CH:55]=1, predict the reactants needed to synthesize it. The reactants are: [C:1]1([C:22]2[CH:27]=[CH:26][CH:25]=[CH:24][CH:23]=2)[CH:6]=[CH:5][CH:4]=[CH:3][C:2]=1[NH:7][C:8]([O:10][CH:11]1[CH2:16][CH2:15][N:14]([CH2:17][CH2:18][C:19](O)=[O:20])[CH2:13][CH2:12]1)=[O:9].C(N(CC)C(C)C)(C)C.[I-].ClC1C=CC=C[N+]=1C.Cl.[CH:47]1[C:59]2[CH:58]([CH2:60][O:61][C:62](=[O:69])[NH:63][CH2:64][CH2:65][CH2:66][NH:67][CH3:68])[C:57]3[C:52](=[CH:53][CH:54]=[CH:55][CH:56]=3)[C:51]=2[CH:50]=[CH:49][CH:48]=1. (2) Given the product [Cl:19][C:9]1[CH:8]=[C:7]([C:21]2([OH:20])[CH2:24][CH:23]([C:25]([OH:27])=[O:26])[CH2:22]2)[CH:18]=[CH:17][C:10]=1[CH2:11][N:12]1[CH2:16][CH2:15][CH2:14][CH2:13]1, predict the reactants needed to synthesize it. The reactants are: [Li]CCCC.Br[C:7]1[CH:18]=[CH:17][C:10]([CH2:11][N:12]2[CH2:16][CH2:15][CH2:14][CH2:13]2)=[C:9]([Cl:19])[CH:8]=1.[O:20]=[C:21]1[CH2:24][CH:23]([C:25]([OH:27])=[O:26])[CH2:22]1. (3) Given the product [Br:1][C:2]1[CH:3]=[C:4]([S:9]([C:12]([C:13]2[CH:18]=[CH:17][C:16]([C:19]([O:28][CH2:29][C:30]3[C:31]([F:37])=[CH:32][CH:33]=[CH:34][C:35]=3[F:36])([C:24]([F:25])([F:26])[F:27])[C:20]([F:23])([F:21])[F:22])=[CH:15][CH:14]=2)=[CH2:38])(=[O:10])=[O:11])[CH:5]=[CH:6][C:7]=1[F:8], predict the reactants needed to synthesize it. The reactants are: [Br:1][C:2]1[CH:3]=[C:4]([S:9]([CH2:12][C:13]2[CH:18]=[CH:17][C:16]([C:19]([O:28][CH2:29][C:30]3[C:35]([F:36])=[CH:34][CH:33]=[CH:32][C:31]=3[F:37])([C:24]([F:27])([F:26])[F:25])[C:20]([F:23])([F:22])[F:21])=[CH:15][CH:14]=2)(=[O:11])=[O:10])[CH:5]=[CH:6][C:7]=1[F:8].[CH3:38]N(C)CN(C)C.C(OC(=O)C)(=O)C.